From a dataset of TCR-epitope binding with 47,182 pairs between 192 epitopes and 23,139 TCRs. Binary Classification. Given a T-cell receptor sequence (or CDR3 region) and an epitope sequence, predict whether binding occurs between them. The epitope is TPINLVRDL. The TCR CDR3 sequence is CASSKVRDRGHANPAKNIQYF. Result: 1 (the TCR binds to the epitope).